Dataset: Forward reaction prediction with 1.9M reactions from USPTO patents (1976-2016). Task: Predict the product of the given reaction. (1) The product is: [N:1]1([C:5]2[N:14]=[C:13]3[C:8]([C:9](=[O:31])[C:10]([C:26]([O:28][CH2:29][CH3:30])=[O:27])=[CH:11][NH:12]3)=[C:7]([CH3:32])[C:6]=2[F:33])[CH2:4][CH2:3][CH2:2]1. Given the reactants [N:1]1([C:5]2[N:14]=[C:13]3[C:8]([C:9](=[O:31])[C:10]([C:26]([O:28][CH2:29][CH3:30])=[O:27])=[CH:11][N:12]3CC3C=CC(OC)=CC=3OC)=[C:7]([CH3:32])[C:6]=2[F:33])[CH2:4][CH2:3][CH2:2]1, predict the reaction product. (2) The product is: [Cl:1][C:2]1[CH:3]=[C:4]([C:10]2[CH:14]=[CH:13][N:12]([CH2:15][C@@H:16]([NH:18][C:19]([C:21]3[N:22]=[C:23]([C:26]([N:31]([CH3:32])[CH3:30])=[O:28])[S:24][CH:25]=3)=[O:20])[CH3:17])[N:11]=2)[CH:5]=[CH:6][C:7]=1[C:8]#[N:9]. Given the reactants [Cl:1][C:2]1[CH:3]=[C:4]([C:10]2[CH:14]=[CH:13][N:12]([CH2:15][C@@H:16]([NH:18][C:19]([C:21]3[N:22]=[C:23]([C:26]([OH:28])=O)[S:24][CH:25]=3)=[O:20])[CH3:17])[N:11]=2)[CH:5]=[CH:6][C:7]=1[C:8]#[N:9].Cl.[CH3:30][NH:31][CH3:32], predict the reaction product. (3) Given the reactants Cl[C:2]1[N:7]=[C:6]([O:8][C@@H:9]([C@H:11]2[CH2:15][NH:14][C:13](=[O:16])[CH2:12]2)[CH3:10])[C:5]2[N:17]([CH:20]([F:22])[F:21])[CH:18]=[N:19][C:4]=2[CH:3]=1.[CH:23]([N:26]1[CH:30]=[C:29](B2OC(C)(C)C(C)(C)O2)[CH:28]=N1)([CH3:25])C.[O-]P([O-])([O-])=O.[K+].[K+].[K+], predict the reaction product. The product is: [F:21][CH:20]([F:22])[N:17]1[C:5]2[C:6]([O:8][C@@H:9]([C@H:11]3[CH2:15][NH:14][C:13](=[O:16])[CH2:12]3)[CH3:10])=[N:7][C:2]([C:2]3[CH:28]=[CH:29][C:30]([N:26]4[CH2:23][CH2:25][O:8][CH2:6][CH2:5]4)=[CH:4][CH:3]=3)=[CH:3][C:4]=2[N:19]=[CH:18]1. (4) Given the reactants [CH3:1][C:2]([C:4]1[CH:9]=[CH:8][C:7]([Cl:10])=[CH:6][CH:5]=1)=[O:3].[CH3:11][C:12]1[CH:13]=[C:14]([CH:17]=[C:18]([CH3:21])[C:19]=1[OH:20])[CH:15]=O, predict the reaction product. The product is: [Cl:10][C:7]1[CH:8]=[CH:9][C:4]([C:2](=[O:3])[CH:1]=[CH:15][C:14]2[CH:17]=[C:18]([CH3:21])[C:19]([OH:20])=[C:12]([CH3:11])[CH:13]=2)=[CH:5][CH:6]=1. (5) The product is: [NH2:1][CH2:4][C:5]1[CH:10]=[CH:9][CH:8]=[CH:7][C:6]=1[N:11]1[C:35](=[O:36])[C:14]2=[CH:15][N:16]([CH2:23][C:24]3[CH:29]=[CH:28][C:27]([N:30]4[CH:34]=[CH:33][CH:32]=[N:31]4)=[CH:26][CH:25]=3)[C:17]3[CH:18]=[CH:19][CH:20]=[CH:21][C:22]=3[C:13]2=[N:12]1. Given the reactants [N:1]([CH2:4][C:5]1[CH:10]=[CH:9][CH:8]=[CH:7][C:6]=1[N:11]1[C:35](=[O:36])[C:14]2=[CH:15][N:16]([CH2:23][C:24]3[CH:29]=[CH:28][C:27]([N:30]4[CH:34]=[CH:33][CH:32]=[N:31]4)=[CH:26][CH:25]=3)[C:17]3[CH:18]=[CH:19][CH:20]=[CH:21][C:22]=3[C:13]2=[N:12]1)=[N+]=[N-].CP(C)C.[OH-].[Na+].O, predict the reaction product. (6) Given the reactants B(Br)(Br)Br.C[O:6][C:7]1[CH:12]=[C:11]([S:13][CH3:14])[CH:10]=[CH:9][C:8]=1[C:15](=[O:17])[CH3:16], predict the reaction product. The product is: [OH:6][C:7]1[CH:12]=[C:11]([S:13][CH3:14])[CH:10]=[CH:9][C:8]=1[C:15](=[O:17])[CH3:16]. (7) Given the reactants [CH2:1]([O:3][C:4](=[O:32])[C:5]1[CH:10]=[C:9]([CH3:11])[C:8]([N:12]2[CH2:17][CH2:16][N:15]([C:18]3[CH:23]=[C:22](Cl)[N:21]=[C:20]([N:25]4[CH2:29][CH2:28][CH2:27][CH:26]4[CH3:30])[N:19]=3)[C@H:14]([CH3:31])[CH2:13]2)=[N:7][CH:6]=1)[CH3:2].[NH:33]1[CH2:38][CH2:37][CH2:36][CH2:35][CH2:34]1.C(N(C(C)C)CC)(C)C, predict the reaction product. The product is: [CH2:1]([O:3][C:4](=[O:32])[C:5]1[CH:10]=[C:9]([CH3:11])[C:8]([N:12]2[CH2:17][CH2:16][N:15]([C:18]3[CH:23]=[C:22]([N:33]4[CH2:38][CH2:37][CH2:36][CH2:35][CH2:34]4)[N:21]=[C:20]([N:25]4[CH2:29][CH2:28][CH2:27][CH:26]4[CH3:30])[N:19]=3)[C@H:14]([CH3:31])[CH2:13]2)=[N:7][CH:6]=1)[CH3:2]. (8) Given the reactants [N+:1]([C:4]1[CH:5]=[C:6]([CH:10]=[CH:11][CH:12]=1)[C:7](O)=[O:8])([O-:3])=[O:2].[CH3:13][NH2:14], predict the reaction product. The product is: [CH3:13][NH:14][C:7](=[O:8])[C:6]1[CH:10]=[CH:11][CH:12]=[C:4]([N+:1]([O-:3])=[O:2])[CH:5]=1. (9) Given the reactants [CH3:1][O:2][C:3]1[CH:8]=[CH:7][C:6](Br)=[CH:5][CH:4]=1.[C:10]1(B(O)O)[CH:15]=[CH:14][CH:13]=[CH:12][CH:11]=1, predict the reaction product. The product is: [CH3:1][O:2][C:3]1[CH:8]=[CH:7][C:6]([C:10]2[CH:15]=[CH:14][CH:13]=[CH:12][CH:11]=2)=[CH:5][CH:4]=1. (10) Given the reactants [CH2:1]([N:8]1[CH2:13][CH2:12][C:11](=O)[CH2:10][CH2:9]1)[C:2]1[CH:7]=[CH:6][CH:5]=[CH:4][CH:3]=1.[NH:15]([CH2:17][C:18]([OH:20])=[O:19])[CH3:16].C(O)(=O)C, predict the reaction product. The product is: [CH2:1]([N:8]1[CH2:13][CH2:12][CH:11]([N:15]([CH3:16])[CH2:17][C:18]([OH:20])=[O:19])[CH2:10][CH2:9]1)[C:2]1[CH:7]=[CH:6][CH:5]=[CH:4][CH:3]=1.